This data is from Catalyst prediction with 721,799 reactions and 888 catalyst types from USPTO. The task is: Predict which catalyst facilitates the given reaction. Reactant: Cl.[F:2][C:3]([F:19])([F:18])[C:4]1[CH:9]=[CH:8][CH:7]=[CH:6][C:5]=1[N:10]1[CH2:17][C@@H:16]2[C@@H:12]([CH2:13][NH:14][CH2:15]2)[CH2:11]1.[Br:20][C:21]1[CH:22]=[CH:23][C:24]2[N:25]([C:27]([C:30]([O-])=[O:31])=[N:28][N:29]=2)[CH:26]=1.[Na+].CCN=C=NCCCN(C)C.C1C=CC2N(O)N=NC=2C=1.CCN(C(C)C)C(C)C. Product: [Br:20][C:21]1[CH:22]=[CH:23][C:24]2[N:25]([C:27]([C:30]([N:14]3[CH2:13][C@@H:12]4[C@@H:16]([CH2:17][N:10]([C:5]5[CH:6]=[CH:7][CH:8]=[CH:9][C:4]=5[C:3]([F:18])([F:2])[F:19])[CH2:11]4)[CH2:15]3)=[O:31])=[N:28][N:29]=2)[CH:26]=1. The catalyst class is: 3.